Dataset: Peptide-MHC class I binding affinity with 185,985 pairs from IEDB/IMGT. Task: Regression. Given a peptide amino acid sequence and an MHC pseudo amino acid sequence, predict their binding affinity value. This is MHC class I binding data. (1) The peptide sequence is TVFIRFPHY. The MHC is HLA-B15:01 with pseudo-sequence HLA-B15:01. The binding affinity (normalized) is 0.555. (2) The peptide sequence is DTGFYTLHV. The MHC is Mamu-A01 with pseudo-sequence Mamu-A01. The binding affinity (normalized) is 0.